This data is from Forward reaction prediction with 1.9M reactions from USPTO patents (1976-2016). The task is: Predict the product of the given reaction. (1) Given the reactants [CH:1]([C:3]1[NH:4][CH:5]=[C:6]2[O:11][CH2:10][CH2:9][O:8][C:7]=12)=[O:2].[O:12](C(OC(C)(C)C)=O)[C:13]([O:15][C:16]([CH3:19])([CH3:18])[CH3:17])=O.C(N(CC)CC)C, predict the reaction product. The product is: [C:13]([N:4]1[CH:5]=[C:6]2[O:11][CH2:10][CH2:9][O:8][C:7]2=[C:3]1[CH:1]=[O:2])([O:15][C:16]([CH3:19])([CH3:18])[CH3:17])=[O:12]. (2) Given the reactants Cl[CH2:2][CH2:3][CH2:4][CH2:5][C:6]1([CH2:17][CH3:18])[C:14]2[C:9](=[CH:10][CH:11]=[C:12]([F:15])[CH:13]=2)[NH:8][C:7]1=[O:16].[Cl:19][C:20]1[CH:25]=[CH:24][C:23]([C:26]2[CH2:27][CH2:28][NH:29][CH2:30][CH:31]=2)=[CH:22][CH:21]=1, predict the reaction product. The product is: [Cl:19][C:20]1[CH:25]=[CH:24][C:23]([C:26]2[CH2:31][CH2:30][N:29]([CH2:2][CH2:3][CH2:4][CH2:5][C:6]3([CH2:17][CH3:18])[C:14]4[C:9](=[CH:10][CH:11]=[C:12]([F:15])[CH:13]=4)[NH:8][C:7]3=[O:16])[CH2:28][CH:27]=2)=[CH:22][CH:21]=1. (3) Given the reactants [C:1]([C:5]1[N:10]=[C:9]([NH2:11])[CH:8]=[CH:7][N:6]=1)([CH3:4])([CH3:3])[CH3:2].Cl[C:13]1[CH:18]=[C:17]([Cl:19])[N:16]=[N:15][C:14]=1[C:20]([O:22][CH2:23][CH3:24])=[O:21], predict the reaction product. The product is: [C:1]([C:5]1[N:10]=[C:9]([NH:11][C:13]2[CH:18]=[C:17]([Cl:19])[N:16]=[N:15][C:14]=2[C:20]([O:22][CH2:23][CH3:24])=[O:21])[CH:8]=[CH:7][N:6]=1)([CH3:4])([CH3:2])[CH3:3]. (4) Given the reactants [CH:1]([C:4]1[C:5](=[O:21])[NH:6][C:7](=[O:20])[NH:8][C:9]=1[C:10]1[CH:11]=[N:12][C:13]2[C:18]([CH:19]=1)=[CH:17][CH:16]=[CH:15][CH:14]=2)([CH3:3])[CH3:2].C(=O)([O-])[O-].[K+].[K+].[CH2:28](I)[CH3:29], predict the reaction product. The product is: [CH2:28]([N:8]1[C:9]([C:10]2[CH:11]=[N:12][C:13]3[C:18]([CH:19]=2)=[CH:17][CH:16]=[CH:15][CH:14]=3)=[C:4]([CH:1]([CH3:3])[CH3:2])[C:5](=[O:21])[NH:6][C:7]1=[O:20])[CH3:29]. (5) Given the reactants Cl.[C:2]1([N:8]2[C:12]([NH:13][C:14]([NH:16][C@H:17]3[C@H:21]([C:22]4[CH:27]=[CH:26][CH:25]=[CH:24][CH:23]=4)[CH2:20][NH:19][CH2:18]3)=[O:15])=[C:11]3[CH2:28][CH2:29][CH2:30][C:10]3=[N:9]2)[CH:7]=[CH:6][CH:5]=[CH:4][CH:3]=1.Cl.Cl[CH2:33][C:34]1[NH:35][CH:36]=[CH:37][N:38]=1.CCN(C(C)C)C(C)C, predict the reaction product. The product is: [NH:35]1[CH:36]=[CH:37][N:38]=[C:34]1[CH2:33][N:19]1[CH2:20][C@@H:21]([C:22]2[CH:23]=[CH:24][CH:25]=[CH:26][CH:27]=2)[C@H:17]([NH:16][C:14]([NH:13][C:12]2[N:8]([C:2]3[CH:7]=[CH:6][CH:5]=[CH:4][CH:3]=3)[N:9]=[C:10]3[CH2:30][CH2:29][CH2:28][C:11]=23)=[O:15])[CH2:18]1. (6) Given the reactants [CH3:1][O:2][C:3]1[CH:4]=[C:5]2[C:10](=[CH:11][CH:12]=1)[C:9]([C:13](=[O:29])[C:14]1[CH:19]=[CH:18][C:17]([O:20][CH2:21][CH2:22][N:23]3[CH2:28][CH2:27][CH2:26][CH2:25][CH2:24]3)=[CH:16][CH:15]=1)=[C:8](OS(C(F)(F)F)(=O)=O)[CH:7]=[CH:6]2.F[C:39]1[CH:44]=[CH:43][CH:42]=[C:41]([F:45])[C:40]=1B(O)O.[F-:49].[Cs+], predict the reaction product. The product is: [F:49][C:44]1[CH:43]=[CH:42][C:41]([F:45])=[CH:40][C:39]=1[C:8]1[CH:7]=[CH:6][C:5]2[C:10](=[CH:11][CH:12]=[C:3]([O:2][CH3:1])[CH:4]=2)[C:9]=1[C:13]([C:14]1[CH:15]=[CH:16][C:17]([O:20][CH2:21][CH2:22][N:23]2[CH2:28][CH2:27][CH2:26][CH2:25][CH2:24]2)=[CH:18][CH:19]=1)=[O:29]. (7) Given the reactants [CH2:1]([NH:3][C:4]1[C:9]([CH:10]=O)=[CH:8][N:7]=[C:6]([S:12][CH3:13])[N:5]=1)[CH3:2].C(O[C:17](=[O:29])[CH2:18][C:19]1[CH:24]=[C:23]([O:25][CH3:26])[CH:22]=[C:21]([O:27][CH3:28])[CH:20]=1)C.N12CCCN=C1CCCCC2.C(O)C, predict the reaction product. The product is: [CH3:13][S:12][C:6]1[N:7]=[CH:8][C:9]2[CH:10]=[C:18]([C:19]3[CH:20]=[C:21]([O:27][CH3:28])[CH:22]=[C:23]([O:25][CH3:26])[CH:24]=3)[C:17](=[O:29])[N:3]([CH2:1][CH3:2])[C:4]=2[N:5]=1.